Predict which catalyst facilitates the given reaction. From a dataset of Catalyst prediction with 721,799 reactions and 888 catalyst types from USPTO. (1) Reactant: [CH2:1]([N:8]1[C@@H:12]([CH2:13][SH:14])[C@H:11]([C:15](O)=[O:16])[N:10]([CH2:18][C:19]2[CH:24]=[CH:23][CH:22]=[CH:21][CH:20]=2)[C:9]1=[O:25])[C:2]1[CH:7]=[CH:6][CH:5]=[CH:4][CH:3]=1.N1C=CC=CC=1.C1(N=C=NC2CCCCC2)CCCCC1.C(OCC)(=O)C. Product: [CH2:1]([N:8]1[C@H:12]2[CH2:13][S:14][C:15](=[O:16])[C@@H:11]2[N:10]([CH2:18][C:19]2[CH:24]=[CH:23][CH:22]=[CH:21][CH:20]=2)[C:9]1=[O:25])[C:2]1[CH:3]=[CH:4][CH:5]=[CH:6][CH:7]=1. The catalyst class is: 22. (2) Reactant: C([O:4][CH2:5][C:6]([CH3:51])([CH3:50])[CH2:7][N:8]1[C:14]2[CH:15]=[CH:16][C:17]([Cl:19])=[CH:18][C:13]=2[C@@H:12]([C:20]2[CH:25]=[CH:24][CH:23]=[C:22]([O:26][CH3:27])[C:21]=2[O:28][CH3:29])[O:11][C@H:10]([CH2:30][C:31]([NH:33][C:34]2[CH:35]=[C:36]([CH2:42][CH2:43][C:44]([O:46]CC)=[O:45])[CH:37]=[CH:38][C:39]=2[O:40][CH3:41])=[O:32])[C:9]1=[O:49])(=O)C.[OH-].[Na+].C(O)C. Product: [Cl:19][C:17]1[CH:16]=[CH:15][C:14]2[N:8]([CH2:7][C:6]([CH3:50])([CH3:51])[CH2:5][OH:4])[C:9](=[O:49])[C@@H:10]([CH2:30][C:31]([NH:33][C:34]3[CH:35]=[C:36]([CH2:42][CH2:43][C:44]([OH:46])=[O:45])[CH:37]=[CH:38][C:39]=3[O:40][CH3:41])=[O:32])[O:11][C@H:12]([C:20]3[CH:25]=[CH:24][CH:23]=[C:22]([O:26][CH3:27])[C:21]=3[O:28][CH3:29])[C:13]=2[CH:18]=1. The catalyst class is: 6. (3) Reactant: [CH:1]([O:4][C:5]1[CH:14]=[C:13]([C:15]([F:18])([F:17])[F:16])[C:12]2[C:7](=[CH:8][C:9]([O:23]C)=[C:10]([NH:19][CH:20]([CH3:22])[CH3:21])[CH:11]=2)[N:6]=1)([CH3:3])[CH3:2].C1(S)C=CC=CC=1.[H-].[Na+].OS([O-])(=O)=O.[Na+]. Product: [CH:1]([O:4][C:5]1[CH:14]=[C:13]([C:15]([F:17])([F:16])[F:18])[C:12]2[C:7](=[CH:8][C:9]([OH:23])=[C:10]([NH:19][CH:20]([CH3:22])[CH3:21])[CH:11]=2)[N:6]=1)([CH3:3])[CH3:2]. The catalyst class is: 3. (4) Reactant: [Cl:1][C:2]1[CH:3]=[C:4]([C:10](=[O:18])/[CH:11]=[CH:12]/[C:13]([O:15]CC)=O)[CH:5]=[CH:6][C:7]=1[O:8][CH3:9].[C:19]1([Mg]Br)[CH:24]=[CH:23][CH:22]=[CH:21][CH:20]=1.[Cl-].[NH4+]. Product: [Cl:1][C:2]1[CH:3]=[C:4]([C:10](=[O:18])/[CH:11]=[CH:12]/[C:13]([C:19]2[CH:24]=[CH:23][CH:22]=[CH:21][CH:20]=2)=[O:15])[CH:5]=[CH:6][C:7]=1[O:8][CH3:9]. The catalyst class is: 7. (5) Reactant: [F:1][C:2]1[CH:3]=[C:4]([S:8][CH2:9][CH:10]([OH:30])[CH:11]([NH:16][C:17](=[O:29])[C:18]2[CH:23]=[CH:22][C:21]([F:24])=[CH:20][C:19]=2[C:25]([F:28])([F:27])[F:26])[C:12](OC)=[O:13])[CH:5]=[CH:6][CH:7]=1.[CH3:31][NH2:32]. Product: [F:1][C:2]1[CH:3]=[C:4]([S:8][CH2:9][CH:10]([OH:30])[CH:11]([NH:16][C:17](=[O:29])[C:18]2[CH:23]=[CH:22][C:21]([F:24])=[CH:20][C:19]=2[C:25]([F:28])([F:27])[F:26])[C:12]([NH:32][CH3:31])=[O:13])[CH:5]=[CH:6][CH:7]=1. The catalyst class is: 5. (6) Reactant: [F:1][C:2]([F:17])([S:13]([O-:16])(=[O:15])=[O:14])[C:3]([F:12])([F:11])[C:4]([F:10])([F:9])[C:5]([F:8])([F:7])[F:6].[OH:18][C:19]1[CH:24]=[CH:23][C:22]([S+:25]([C:32]2[CH:37]=[CH:36][CH:35]=[CH:34][CH:33]=2)[C:26]2[CH:31]=[CH:30][CH:29]=[CH:28][CH:27]=2)=[CH:21][CH:20]=1.C(=O)([O-])[O-].[K+].[K+].CN(C)CCN(C)C.[CH:52]([O:54][CH2:55][CH2:56]Cl)=[CH2:53]. Product: [F:17][C:2]([F:1])([S:13]([O-:16])(=[O:15])=[O:14])[C:3]([F:11])([F:12])[C:4]([F:10])([F:9])[C:5]([F:8])([F:7])[F:6].[CH:52]([O:54][CH2:55][CH2:56][O:18][C:19]1[CH:24]=[CH:23][C:22]([S+:25]([C:32]2[CH:33]=[CH:34][CH:35]=[CH:36][CH:37]=2)[C:26]2[CH:31]=[CH:30][CH:29]=[CH:28][CH:27]=2)=[CH:21][CH:20]=1)=[CH2:53]. The catalyst class is: 16.